The task is: Predict the product of the given reaction.. This data is from Forward reaction prediction with 1.9M reactions from USPTO patents (1976-2016). The product is: [Br:1][C:2]1[CH:7]=[C:6]([Br:8])[CH:5]=[CH:4][C:3]=1[NH:9][C:10]([C:11]1[CH:16]=[CH:15][C:14]([F:17])=[CH:13][CH:12]=1)=[S:28]. Given the reactants [Br:1][C:2]1[CH:7]=[C:6]([Br:8])[CH:5]=[CH:4][C:3]=1[NH:9][C:10](=O)[C:11]1[CH:16]=[CH:15][C:14]([F:17])=[CH:13][CH:12]=1.COC1C=CC(P2(=S)SP(=S)(C3C=CC(OC)=CC=3)[S:28]2)=CC=1, predict the reaction product.